Dataset: Forward reaction prediction with 1.9M reactions from USPTO patents (1976-2016). Task: Predict the product of the given reaction. (1) Given the reactants [F:1][C:2]1([F:18])[CH2:6][CH2:5][C@@H:4]([C@@:7]([OH:17])([C:11]2[CH:16]=[CH:15][CH:14]=[CH:13][CH:12]=2)[C:8]([OH:10])=[O:9])[CH2:3]1.O[CH:20]1[CH2:25][NH:24][C:23](=[S:26])[NH:22][CH2:21]1, predict the reaction product. The product is: [F:1][C:2]1([F:18])[CH2:6][CH2:5][C@@H:4]([C@@:7]([OH:17])([C:11]2[CH:12]=[CH:13][CH:14]=[CH:15][CH:16]=2)[C:8]([O:10][CH:20]2[CH2:25][NH:24][C:23](=[S:26])[NH:22][CH2:21]2)=[O:9])[CH2:3]1. (2) Given the reactants C([N:8]1[CH2:13][CH2:12][CH:11]([OH:14])[CH2:10][CH:9]1[C:15]([OH:17])=[O:16])C1C=CC=CC=1.[CH:18]([O-])=O.[NH4+], predict the reaction product. The product is: [OH:14][CH:11]1[CH2:12][CH2:13][NH:8][CH:9]([C:15]([O:17][CH3:18])=[O:16])[CH2:10]1.